Dataset: Reaction yield outcomes from USPTO patents with 853,638 reactions. Task: Predict the reaction yield, written as a fraction of the theoretical maximum amount of product (1.0 means a 100% yield; for example, 0.34 means a 34% yield). (1) The reactants are Cl.[Cl:2][C:3]1[CH:4]=[C:5]2[C:10](=[CH:11][CH:12]=1)[CH:9]=[C:8]([S:13]([CH2:16][CH2:17][C:18]([N:20]1[CH2:25][CH2:24][CH:23]([N:26]3[CH2:30][C:29]4=[CH:31][N:32]=[C:33]([CH3:34])[N:28]4[C:27]3=[O:35])[CH2:22][CH2:21]1)=[O:19])(=[O:15])=[O:14])[CH:7]=[CH:6]2. The catalyst is CCOCC.CO. The product is [ClH:2].[Cl:2][C:3]1[CH:4]=[C:5]2[C:10](=[CH:11][CH:12]=1)[CH:9]=[C:8]([S:13]([CH2:16][CH2:17][C:18]([N:20]1[CH2:21][CH2:22][CH:23]([N:26]3[CH2:30][C:29]4=[CH:31][N:32]=[C:33]([CH3:34])[N:28]4[C:27]3=[O:35])[CH2:24][CH2:25]1)=[O:19])(=[O:14])=[O:15])[CH:7]=[CH:6]2. The yield is 0.860. (2) The reactants are C([O:3][C:4]([C:6]1[C:7]([OH:24])([CH3:23])[C:8]2[C:13]([C:14]=1[C:15]1[CH:20]=[CH:19][CH:18]=[CH:17][CH:16]=1)=[CH:12][CH:11]=[C:10]([O:21][CH3:22])[CH:9]=2)=[O:5])C.[OH-].[Na+]. The catalyst is C1COCC1.C(O)C. The product is [OH:24][C:7]1([CH3:23])[C:8]2[C:13](=[CH:12][CH:11]=[C:10]([O:21][CH3:22])[CH:9]=2)[C:14]([C:15]2[CH:20]=[CH:19][CH:18]=[CH:17][CH:16]=2)=[C:6]1[C:4]([OH:5])=[O:3]. The yield is 0.690. (3) The yield is 0.700. The catalyst is CC#N. The reactants are Br[CH2:2][CH2:3][CH2:4][CH2:5][CH2:6][CH2:7][O:8][Si:9]([C:12]([CH3:15])([CH3:14])[CH3:13])([CH3:11])[CH3:10].[N:16]1([C:22]([O:24][CH2:25][C:26]2[CH:31]=[CH:30][CH:29]=[CH:28][CH:27]=2)=[O:23])[CH2:21][CH2:20][NH:19][CH2:18][CH2:17]1. The product is [Si:9]([O:8][CH2:7][CH2:6][CH2:5][CH2:4][CH2:3][CH2:2][N:19]1[CH2:18][CH2:17][N:16]([C:22]([O:24][CH2:25][C:26]2[CH:31]=[CH:30][CH:29]=[CH:28][CH:27]=2)=[O:23])[CH2:21][CH2:20]1)([C:12]([CH3:15])([CH3:14])[CH3:13])([CH3:11])[CH3:10]. (4) The reactants are [Cl:1][C:2]1[CH:26]=[CH:25][C:5]([C:6]([NH:8][C:9]2[CH:14]=[CH:13][C:12]([O:15][CH2:16][CH2:17][N:18]3[CH2:22][CH2:21][CH2:20][CH2:19]3)=[C:11]([O:23][CH3:24])[CH:10]=2)=[O:7])=[C:4]([N+:27]([O-])=O)[CH:3]=1.O.O.[Sn](Cl)Cl. The catalyst is C(O)C. The product is [NH2:27][C:4]1[CH:3]=[C:2]([Cl:1])[CH:26]=[CH:25][C:5]=1[C:6]([NH:8][C:9]1[CH:14]=[CH:13][C:12]([O:15][CH2:16][CH2:17][N:18]2[CH2:19][CH2:20][CH2:21][CH2:22]2)=[C:11]([O:23][CH3:24])[CH:10]=1)=[O:7]. The yield is 0.970. (5) The yield is 0.300. The catalyst is O1CCCC1. The product is [Cl:27][C:28]1[CH:29]=[C:30]([CH:41]=[CH:42][CH:43]=1)[CH2:31][NH:32][C:33]1[CH:34]=[C:35]([CH:39]([C:10]2[C:4]3[C:5](=[N:6][CH:7]=[C:2]([Cl:1])[CH:3]=3)[N:8]([Si:12]([CH:19]([CH3:21])[CH3:20])([CH:16]([CH3:18])[CH3:17])[CH:13]([CH3:15])[CH3:14])[CH:9]=2)[OH:40])[N:36]([CH3:38])[N:37]=1. The reactants are [Cl:1][C:2]1[CH:3]=[C:4]2[C:10](I)=[CH:9][N:8]([Si:12]([CH:19]([CH3:21])[CH3:20])([CH:16]([CH3:18])[CH3:17])[CH:13]([CH3:15])[CH3:14])[C:5]2=[N:6][CH:7]=1.C([Mg]Cl)(C)C.[Cl:27][C:28]1[CH:29]=[C:30]([CH:41]=[CH:42][CH:43]=1)[CH2:31][NH:32][C:33]1[CH:34]=[C:35]([CH:39]=[O:40])[N:36]([CH3:38])[N:37]=1. (6) The catalyst is C1COCC1. The product is [Br:17][CH2:13][C:9]1[CH:8]=[C:7]([C:2]2[N:3]=[CH:4][CH:5]=[CH:6][N:1]=2)[CH:12]=[CH:11][CH:10]=1. The yield is 0.800. The reactants are [N:1]1[CH:6]=[CH:5][CH:4]=[N:3][C:2]=1[C:7]1[CH:8]=[C:9]([CH2:13]O)[CH:10]=[CH:11][CH:12]=1.P(Br)(Br)([Br:17])=O.C([O-])(O)=O.[Na+]. (7) The reactants are Cl[C:2]1[N:10]=[C:9]([F:11])[N:8]=[C:7]2[C:3]=1[N:4]=[CH:5][NH:6]2.[NH2:12][CH2:13][C:14]1[CH:19]=[CH:18][N:17]=[CH:16][CH:15]=1. The catalyst is C(Cl)(Cl)Cl.CO. The product is [F:11][C:9]1[N:8]=[C:7]2[C:3]([N:4]=[CH:5][NH:6]2)=[C:2]([NH:12][CH2:13][C:14]2[CH:19]=[CH:18][N:17]=[CH:16][CH:15]=2)[N:10]=1. The yield is 0.540.